This data is from Catalyst prediction with 721,799 reactions and 888 catalyst types from USPTO. The task is: Predict which catalyst facilitates the given reaction. (1) Reactant: C([O:3][C:4]([C:6]1[N:7]([CH:31]([CH3:33])[CH3:32])[C:8]2[C:13]([CH:14]=1)=[CH:12][C:11]([C:15]([N:17]1[CH2:23][CH2:22][CH2:21][N:20]([C:24]([O:26][C:27]([CH3:30])([CH3:29])[CH3:28])=[O:25])[CH2:19][CH2:18]1)=[O:16])=[CH:10][CH:9]=2)=[O:5])C.O.[OH-].[Li+]. The catalyst class is: 193. Product: [C:27]([O:26][C:24]([N:20]1[CH2:21][CH2:22][CH2:23][N:17]([C:15]([C:11]2[CH:12]=[C:13]3[C:8](=[CH:9][CH:10]=2)[N:7]([CH:31]([CH3:32])[CH3:33])[C:6]([C:4]([OH:5])=[O:3])=[CH:14]3)=[O:16])[CH2:18][CH2:19]1)=[O:25])([CH3:28])([CH3:30])[CH3:29]. (2) Reactant: Br[C:2]1[CH:7]=[N:6][CH:5]=[C:4]([CH:8]2[CH2:10][CH2:9]2)[N:3]=1.CC1(C)C(C)(C)OB([C:19]2[CH:20]=[C:21]3[C:25](=[CH:26][CH:27]=2)[NH:24][N:23]=[CH:22]3)O1.C([O-])([O-])=O.[Na+].[Na+]. Product: [CH:8]1([C:4]2[N:3]=[C:2]([C:19]3[CH:20]=[C:21]4[C:25](=[CH:26][CH:27]=3)[NH:24][N:23]=[CH:22]4)[CH:7]=[N:6][CH:5]=2)[CH2:10][CH2:9]1. The catalyst class is: 77. (3) Reactant: [CH3:1][N:2]1[CH:6]=[CH:5][N:4]=[C:3]1[CH2:7][NH2:8].C(OC)(OC)OC.[NH:16]1[CH:20]=[CH:19][N:18]=[C:17]1[CH:21]=O.[BH4-].[Na+]. Product: [NH:16]1[CH:20]=[CH:19][N:18]=[C:17]1[CH2:21][NH:8][CH2:7][C:3]1[N:2]([CH3:1])[CH:6]=[CH:5][N:4]=1. The catalyst class is: 5. (4) Reactant: [CH:1]1([N:4]2[CH2:10][CH2:9][CH2:8][N:7]([C:11]3[CH:21]=[CH:20][C:14]([C:15]([O:17]CC)=O)=[CH:13][CH:12]=3)[CH2:6][CH2:5]2)[CH2:3][CH2:2]1.[CH3:22][O:23][C:24]1[CH:25]=[C:26]([CH2:32][CH2:33][C:34]2[CH:35]=[C:36]([NH2:39])[NH:37][N:38]=2)[CH:27]=[C:28]([O:30][CH3:31])[CH:29]=1.C[Al](C)C.C(Cl)Cl.CCOCC. Product: [CH:1]1([N:4]2[CH2:10][CH2:9][CH2:8][N:7]([C:11]3[CH:12]=[CH:13][C:14]([C:15]([NH:39][C:36]4[NH:37][N:38]=[C:34]([CH2:33][CH2:32][C:26]5[CH:27]=[C:28]([O:30][CH3:31])[CH:29]=[C:24]([O:23][CH3:22])[CH:25]=5)[CH:35]=4)=[O:17])=[CH:20][CH:21]=3)[CH2:6][CH2:5]2)[CH2:2][CH2:3]1. The catalyst class is: 11. (5) Reactant: [CH3:1][C:2]1[CH:6]=[CH:5][NH:4][N:3]=1.[C:7](O[C:7]([O:9][C:10]([CH3:13])([CH3:12])[CH3:11])=[O:8])([O:9][C:10]([CH3:13])([CH3:12])[CH3:11])=[O:8]. Product: [CH3:1][C:2]1[CH:6]=[CH:5][N:4]([C:7]([O:9][C:10]([CH3:13])([CH3:12])[CH3:11])=[O:8])[N:3]=1. The catalyst class is: 290.